This data is from Reaction yield outcomes from USPTO patents with 853,638 reactions. The task is: Predict the reaction yield, written as a fraction of the theoretical maximum amount of product (1.0 means a 100% yield; for example, 0.34 means a 34% yield). (1) The reactants are [F:1][CH2:2][CH2:3][NH:4][C:5]1[CH2:9][O:8][C:7](=[O:10])[CH:6]=1.[H-].[Na+].[Cl:13][C:14]1[CH:19]=[CH:18][C:17]([CH2:20]Cl)=[CH:16][N:15]=1.CO. The catalyst is O1CCCC1.C(OCC)(=O)C. The product is [Cl:13][C:14]1[N:15]=[CH:16][C:17]([CH2:20][N:4]([CH2:3][CH2:2][F:1])[C:5]2[CH2:9][O:8][C:7](=[O:10])[CH:6]=2)=[CH:18][CH:19]=1. The yield is 0.500. (2) The reactants are [Br:1][C:2]1[CH:3]=[C:4]([OH:8])[CH:5]=[CH:6][CH:7]=1.Cl[CH2:10][CH2:11][CH2:12][O:13][CH3:14].C([O-])([O-])=O.[K+].[K+]. The catalyst is CN(C=O)C. The product is [Br:1][C:2]1[CH:7]=[CH:6][CH:5]=[C:4]([O:8][CH2:10][CH2:11][CH2:12][O:13][CH3:14])[CH:3]=1. The yield is 0.990. (3) The reactants are [Si:1]([O:8][CH:9]([CH:19]1[CH2:28][CH2:27][C:26]2[C:21](=[CH:22][CH:23]=[C:24]([C:29]3[CH:34]=[CH:33][CH:32]=[CH:31][CH:30]=3)[CH:25]=2)[CH2:20]1)[C:10]1[O:11][C:12]([C:15](OC)=[O:16])=[CH:13][N:14]=1)([C:4]([CH3:7])([CH3:6])[CH3:5])([CH3:3])[CH3:2].[NH3:35].CO. No catalyst specified. The product is [Si:1]([O:8][CH:9]([CH:19]1[CH2:28][CH2:27][C:26]2[C:21](=[CH:22][CH:23]=[C:24]([C:29]3[CH:30]=[CH:31][CH:32]=[CH:33][CH:34]=3)[CH:25]=2)[CH2:20]1)[C:10]1[O:11][C:12]([C:15]([NH2:35])=[O:16])=[CH:13][N:14]=1)([C:4]([CH3:7])([CH3:6])[CH3:5])([CH3:2])[CH3:3]. The yield is 0.980. (4) The reactants are [Br:1][C:2]1[CH:3]=[N:4][CH:5]=[C:6]([CH:10]=1)[C:7]([OH:9])=O.[Cl-].C([N:14]([CH2:17][CH3:18])[CH2:15]C)C.N1CCC1. The catalyst is C(Cl)Cl. The product is [Br:1][C:2]1[CH:3]=[N:4][CH:5]=[C:6]([C:7]([N:14]2[CH2:15][CH2:18][CH2:17]2)=[O:9])[CH:10]=1. The yield is 0.709. (5) The reactants are [Cl:1][C:2]1[CH:7]=[CH:6][C:5]([C:8]2[CH:13]=[CH:12][C:11]([OH:14])=[C:10](I)[CH:9]=2)=[CH:4][C:3]=1[C:16]([F:19])([F:18])[F:17].C([Sn](CCCC)(CCCC)[C:25]1[CH:30]=[CH:29][N:28]=[N:27][CH:26]=1)CCC.[F-].[Cs+].CO. The catalyst is C(#N)C.[Cu](I)I.C1C=CC([P]([Pd]([P](C2C=CC=CC=2)(C2C=CC=CC=2)C2C=CC=CC=2)([P](C2C=CC=CC=2)(C2C=CC=CC=2)C2C=CC=CC=2)[P](C2C=CC=CC=2)(C2C=CC=CC=2)C2C=CC=CC=2)(C2C=CC=CC=2)C2C=CC=CC=2)=CC=1. The product is [Cl:1][C:2]1[CH:7]=[CH:6][C:5]([C:8]2[CH:13]=[CH:12][C:11]([OH:14])=[C:10]([C:25]3[CH:30]=[CH:29][N:28]=[N:27][CH:26]=3)[CH:9]=2)=[CH:4][C:3]=1[C:16]([F:19])([F:18])[F:17]. The yield is 0.640. (6) The catalyst is C(Cl)Cl. The product is [C:29]1([C:35]2[CH:40]=[C:39]([CH2:41][S:42]([N:45]3[CH2:50][CH2:49][O:48][CH2:47][CH2:46]3)(=[O:44])=[O:43])[CH:38]=[CH:37][C:36]=2[NH:51][C:16]([C:5]2[N:6]([CH2:8][O:9][CH2:10][CH2:11][Si:12]([CH3:13])([CH3:14])[CH3:15])[CH:7]=[C:3]([C:1]#[N:2])[N:4]=2)=[O:18])[CH2:34][CH2:33][CH2:32][CH2:31][CH:30]=1. The reactants are [C:1]([C:3]1[N:4]=[C:5]([C:16]([OH:18])=O)[N:6]([CH2:8][O:9][CH2:10][CH2:11][Si:12]([CH3:15])([CH3:14])[CH3:13])[CH:7]=1)#[N:2].[K].CCN(C(C)C)C(C)C.[C:29]1([C:35]2[CH:40]=[C:39]([CH2:41][S:42]([N:45]3[CH2:50][CH2:49][O:48][CH2:47][CH2:46]3)(=[O:44])=[O:43])[CH:38]=[CH:37][C:36]=2[NH2:51])[CH2:34][CH2:33][CH2:32][CH2:31][CH:30]=1.C1CN([P+](Br)(N2CCCC2)N2CCCC2)CC1.F[P-](F)(F)(F)(F)F. The yield is 0.950.